This data is from Reaction yield outcomes from USPTO patents with 853,638 reactions. The task is: Predict the reaction yield, written as a fraction of the theoretical maximum amount of product (1.0 means a 100% yield; for example, 0.34 means a 34% yield). (1) The reactants are [OH:1][C:2]1[CH:3]=[C:4]2[C:8](=[CH:9][CH:10]=1)[NH:7][CH:6]=[CH:5]2.C([O-])([O-])=O.[K+].[K+].I[CH2:18][CH3:19].ClCCl.CO. The catalyst is CC(C)=O. The product is [CH2:18]([O:1][C:2]1[CH:3]=[C:4]2[C:8](=[CH:9][CH:10]=1)[NH:7][CH:6]=[CH:5]2)[CH3:19]. The yield is 0.900. (2) The reactants are C1COCC1.[CH2:6]([O:8][C:9]1[CH:14]=[CH:13][C:12]([C:15]2[CH:20]=[CH:19][C:18]([CH2:21][C:22]([OH:24])=[O:23])=[C:17]([F:25])[C:16]=2[F:26])=[C:11]([F:27])[C:10]=1[F:28])[CH3:7].C([Li])CCC.[CH2:34]([C@H:37]1[CH2:42][CH2:41][C@H:40]([CH:43]2[CH2:46][CH2:45]O2)[CH2:39][CH2:38]1)[CH2:35][CH3:36]. The catalyst is C(O)=O. The product is [CH2:6]([O:8][C:9]1[CH:14]=[CH:13][C:12]([C:15]2[CH:20]=[CH:19][C:18]([CH:21]3[CH2:36][CH2:35][CH:34]([CH:37]4[CH2:38][CH2:39][CH:40]([CH2:43][CH2:46][CH3:45])[CH2:41][CH2:42]4)[O:23][C:22]3=[O:24])=[C:17]([F:25])[C:16]=2[F:26])=[C:11]([F:27])[C:10]=1[F:28])[CH3:7]. The yield is 0.861. (3) The reactants are FC1C=C(C2N=C(SC)N=C(N3CCOC[C@@H]3C)C=2)C=NC=1.Cl[C:24]1[CH:29]=[C:28]([C:30]2[CH:35]=[C:34]([F:36])[CH:33]=[CH:32][C:31]=2[S:37]([CH3:40])(=[O:39])=[O:38])[N:27]=[C:26]([N:41]2[CH2:46][CH2:45][O:44][CH2:43][C@@H:42]2[CH3:47])[N:25]=1.[OH:48][CH2:49][CH2:50][NH:51][C:52]([NH:54][C:55]1[CH:60]=[CH:59][C:58](B2OC(C)(C)C(C)(C)O2)=[CH:57][CH:56]=1)=[O:53]. No catalyst specified. The product is [F:36][C:34]1[CH:33]=[CH:32][C:31]([S:37]([CH3:40])(=[O:39])=[O:38])=[C:30]([C:28]2[N:27]=[C:26]([N:41]3[CH2:46][CH2:45][O:44][CH2:43][C@@H:42]3[CH3:47])[N:25]=[C:24]([C:58]3[CH:59]=[CH:60][C:55]([NH:54][C:52]([NH:51][CH2:50][CH2:49][OH:48])=[O:53])=[CH:56][CH:57]=3)[CH:29]=2)[CH:35]=1. The yield is 0.240. (4) The reactants are C([O:5][C:6](=[O:30])[CH2:7][O:8][C:9]1[CH:13]=[C:12]([CH2:14][CH2:15][C:16]([O:18][CH2:19][CH3:20])=[O:17])[N:11]([CH2:21][C:22]2[CH:27]=[CH:26][C:25]([Cl:28])=[CH:24][C:23]=2[Cl:29])[N:10]=1)(C)(C)C. The catalyst is FC(F)(F)C(O)=O. The product is [Cl:29][C:23]1[CH:24]=[C:25]([Cl:28])[CH:26]=[CH:27][C:22]=1[CH2:21][N:11]1[C:12]([CH2:14][CH2:15][C:16]([O:18][CH2:19][CH3:20])=[O:17])=[CH:13][C:9]([O:8][CH2:7][C:6]([OH:30])=[O:5])=[N:10]1. The yield is 0.930.